Dataset: Forward reaction prediction with 1.9M reactions from USPTO patents (1976-2016). Task: Predict the product of the given reaction. (1) Given the reactants [CH3:1][O:2][C:3]1[CH:8]=[CH:7][C:6]([C@@H:9]2[C@@H:14]([O:15][CH2:16][C:17]3[CH:18]=[CH:19][C:20]4[O:25][CH2:24][CH2:23][N:22]([CH2:26][CH2:27][CH2:28][O:29][CH3:30])[C:21]=4[CH:31]=3)[CH2:13][N:12]([S:32]([C:35]3[CH:40]=[CH:39][C:38]([CH3:41])=[CH:37][CH:36]=3)(=[O:34])=[O:33])[C@H:11]([CH2:42][CH2:43][NH2:44])[CH2:10]2)=[CH:5][CH:4]=1.[CH3:45][C:46]([CH:51]1[CH2:56][CH2:55][O:54][CH2:53][CH2:52]1)([CH3:50])[C:47](O)=[O:48], predict the reaction product. The product is: [CH3:1][O:2][C:3]1[CH:4]=[CH:5][C:6]([C@@H:9]2[C@@H:14]([O:15][CH2:16][C:17]3[CH:18]=[CH:19][C:20]4[O:25][CH2:24][CH2:23][N:22]([CH2:26][CH2:27][CH2:28][O:29][CH3:30])[C:21]=4[CH:31]=3)[CH2:13][N:12]([S:32]([C:35]3[CH:40]=[CH:39][C:38]([CH3:41])=[CH:37][CH:36]=3)(=[O:33])=[O:34])[C@H:11]([CH2:42][CH2:43][NH:44][C:47](=[O:48])[C:46]([CH:51]3[CH2:52][CH2:53][O:54][CH2:55][CH2:56]3)([CH3:50])[CH3:45])[CH2:10]2)=[CH:7][CH:8]=1. (2) Given the reactants [NH2:1][C:2]1([CH2:15][NH:16][C:17](=[O:26])[C:18]2[CH:23]=[CH:22][C:21]([F:24])=[CH:20][C:19]=2[F:25])[CH2:6][CH2:5][N:4]([C:7]2[C:12](Br)=[C:11]([NH2:14])[N:10]=[CH:9][N:8]=2)[CH2:3]1.[F:27][C:28]1[CH:33]=[CH:32][C:31](B(O)O)=[CH:30][CH:29]=1.C1(P(C2CCCCC2)C2C=CC=CC=2C2C(OC)=CC=CC=2OC)CCCCC1.C(=O)([O-])[O-].[Cs+].[Cs+], predict the reaction product. The product is: [NH2:1][C:2]1([CH2:15][NH:16][C:17](=[O:26])[C:18]2[CH:23]=[CH:22][C:21]([F:24])=[CH:20][C:19]=2[F:25])[CH2:6][CH2:5][N:4]([C:7]2[C:12]([C:31]3[CH:32]=[CH:33][C:28]([F:27])=[CH:29][CH:30]=3)=[C:11]([NH2:14])[N:10]=[CH:9][N:8]=2)[CH2:3]1. (3) Given the reactants [CH:1]([O:3][CH3:4])=[O:2].[CH:5]([O:8][C:9]1[N:14]=[C:13]([O:15][CH2:16][C:17]2[CH:22]=[CH:21][CH:20]=[CH:19][C:18]=2[CH2:23][C:24](OC)=[O:25])[CH:12]=[C:11]([C:28]([F:31])([F:30])[F:29])[N:10]=1)([CH3:7])[CH3:6].C(N(CC)CC)C.C(O)(=O)C, predict the reaction product. The product is: [OH:25][CH:24]=[C:23]([C:18]1[CH:19]=[CH:20][CH:21]=[CH:22][C:17]=1[CH2:16][O:15][C:13]1[CH:12]=[C:11]([C:28]([F:31])([F:29])[F:30])[N:10]=[C:9]([O:8][CH:5]([CH3:7])[CH3:6])[N:14]=1)[C:1]([O:3][CH3:4])=[O:2]. (4) Given the reactants [F:1][C:2]1[CH:3]=[CH:4][C:5]([CH3:11])=[C:6]2[C:10]=1[NH:9][CH:8]=[CH:7]2.[OH-].[K+].[CH3:14][O:15][CH2:16][CH2:17]Br, predict the reaction product. The product is: [F:1][C:2]1[CH:3]=[CH:4][C:5]([CH3:11])=[C:6]2[C:10]=1[N:9]([CH2:17][CH2:16][O:15][CH3:14])[CH:8]=[CH:7]2. (5) Given the reactants Br[C:2]1[CH:7]=[CH:6][C:5]([F:8])=[CH:4][C:3]=1[O:9][CH2:10][C:11]1[C:16]([F:17])=[CH:15][CH:14]=[CH:13][C:12]=1Br.[C:19]([O:23][CH2:24][CH3:25])(=[O:22])[CH:20]=[CH2:21].C([O-])(=O)C.[Na+], predict the reaction product. The product is: [CH2:24]([O:23][C:19](=[O:22])/[CH:20]=[C:21]1/[C:2]2[CH:7]=[CH:6][C:5]([F:8])=[CH:4][C:3]=2[O:9][CH2:10][C:11]2[C:16]([F:17])=[CH:15][CH:14]=[CH:13][C:12]/1=2)[CH3:25].